From a dataset of Forward reaction prediction with 1.9M reactions from USPTO patents (1976-2016). Predict the product of the given reaction. Given the reactants [CH2:1](Br)[C:2]1[CH:7]=[CH:6][CH:5]=[CH:4][CH:3]=1.[CH2:9]([CH:11]1[CH2:16][NH:15][CH2:14][CH2:13][NH:12]1)[CH3:10], predict the reaction product. The product is: [CH2:1]([N:15]1[CH2:14][CH2:13][NH:12][CH:11]([CH2:9][CH3:10])[CH2:16]1)[C:2]1[CH:7]=[CH:6][CH:5]=[CH:4][CH:3]=1.